This data is from Forward reaction prediction with 1.9M reactions from USPTO patents (1976-2016). The task is: Predict the product of the given reaction. (1) Given the reactants [Cl:1][C:2]1[CH:3]=[C:4]([NH:8][C:9]2[CH:10]=[CH:11][C:12]3[N:13]([C:15]([C@H:18]([NH:20][C:21](=[O:27])OC(C)(C)C)[CH3:19])=[N:16][N:17]=3)[N:14]=2)[CH:5]=[CH:6][CH:7]=1.[N:28]([C:31]1[CH:32]=[N:33][CH:34]=[CH:35][CH:36]=1)=C=O.CCN(C(C)C)C(C)C, predict the reaction product. The product is: [Cl:1][C:2]1[CH:3]=[C:4]([NH:8][C:9]2[CH:10]=[CH:11][C:12]3[N:13]([C:15]([C@H:18]([NH:20][C:21]([NH:28][C:31]4[CH:32]=[N:33][CH:34]=[CH:35][CH:36]=4)=[O:27])[CH3:19])=[N:16][N:17]=3)[N:14]=2)[CH:5]=[CH:6][CH:7]=1. (2) Given the reactants [NH2:1][C:2]1[C:7]([C:8]#[N:9])=[C:6]([C:10]2[CH:15]=[CH:14][C:13]([O:16][CH:17]3[CH2:21][CH2:20][O:19][CH2:18]3)=[C:12]([F:22])[CH:11]=2)[C:5]([C:23]#[N:24])=[C:4]([SH:25])[N:3]=1.Cl[CH2:27][C:28]1[N:29]=[C:30]([C:33]2[CH:38]=[CH:37][C:36]([Cl:39])=[CH:35][CH:34]=2)[S:31][CH:32]=1.C(=O)(O)[O-].[Na+], predict the reaction product. The product is: [NH2:1][C:2]1[C:7]([C:8]#[N:9])=[C:6]([C:10]2[CH:15]=[CH:14][C:13]([O:16][CH:17]3[CH2:21][CH2:20][O:19][CH2:18]3)=[C:12]([F:22])[CH:11]=2)[C:5]([C:23]#[N:24])=[C:4]([S:25][CH2:27][C:28]2[N:29]=[C:30]([C:33]3[CH:38]=[CH:37][C:36]([Cl:39])=[CH:35][CH:34]=3)[S:31][CH:32]=2)[N:3]=1. (3) Given the reactants Br[C:2]1[CH:3]=[CH:4][C:5]([O:8][CH3:9])=[N:6][CH:7]=1.[CH3:10][Si:11]([C:14]#[CH:15])([CH3:13])[CH3:12].C(P(C(C)(C)C)C(C)(C)C)(C)(C)C.C(NC(C)C)(C)C.C([O-])(O)=O.[Na+], predict the reaction product. The product is: [CH3:9][O:8][C:5]1[CH:4]=[CH:3][C:2]([C:15]#[C:14][Si:11]([CH3:13])([CH3:12])[CH3:10])=[CH:7][N:6]=1. (4) Given the reactants [Cl:1][C:2]1[S:6][C:5]([C:7]2[N:8]=[C:9]([N:18]3[C:26]4[C:21](=[CH:22][CH:23]=[C:24]([O:27][CH2:28][C:29](O)=[O:30])[CH:25]=4)[CH2:20][CH2:19]3)[C:10]3[CH2:15][S:14](=[O:17])(=[O:16])[CH2:13][C:11]=3[N:12]=2)=[CH:4][CH:3]=1.[CH2:32]([NH2:34])[CH3:33], predict the reaction product. The product is: [Cl:1][C:2]1[S:6][C:5]([C:7]2[N:8]=[C:9]([N:18]3[C:26]4[C:21](=[CH:22][CH:23]=[C:24]([O:27][CH2:28][C:29]([NH:34][CH2:32][CH3:33])=[O:30])[CH:25]=4)[CH2:20][CH2:19]3)[C:10]3[CH2:15][S:14](=[O:17])(=[O:16])[CH2:13][C:11]=3[N:12]=2)=[CH:4][CH:3]=1. (5) The product is: [Cl:1][C:2]1[CH:7]=[CH:6][C:5]([C:8]2[C:12]([CH2:13][O:14][C:24]3[CH:23]=[CH:22][C:21](/[CH:28]=[CH:29]/[C:30]([OH:32])=[O:31])=[C:20]([CH3:19])[C:25]=3[CH3:26])=[C:11]([C:15]([F:16])([F:18])[F:17])[S:10][N:9]=2)=[CH:4][CH:3]=1. Given the reactants [Cl:1][C:2]1[CH:7]=[CH:6][C:5]([C:8]2[C:12]([CH2:13][OH:14])=[C:11]([C:15]([F:18])([F:17])[F:16])[S:10][N:9]=2)=[CH:4][CH:3]=1.[CH3:19][C:20]1[C:25]([CH3:26])=[C:24](O)[CH:23]=[CH:22][C:21]=1/[CH:28]=[CH:29]/[C:30]([O:32]CC)=[O:31], predict the reaction product. (6) The product is: [F:14][C:15]1[CH:16]=[C:17]2[C:21](=[CH:22][CH:23]=1)[NH:20][C:19](=[O:24])[C:18]2=[CH:7][C:6]1[CH:9]=[CH:10][C:11]([O:12][CH3:13])=[C:4]([CH:1]([CH3:3])[CH3:2])[CH:5]=1. Given the reactants [CH:1]([C:4]1[CH:5]=[C:6]([CH:9]=[CH:10][C:11]=1[O:12][CH3:13])[CH:7]=O)([CH3:3])[CH3:2].[F:14][C:15]1[CH:16]=[C:17]2[C:21](=[CH:22][CH:23]=1)[NH:20][C:19](=[O:24])[CH2:18]2, predict the reaction product. (7) Given the reactants Br[C:2]1[C:3]([CH3:22])=[C:4]([N:8]2[CH2:16][C:15]3[C:10](=[CH:11][C:12]([C:17]([CH3:20])([CH3:19])[CH3:18])=[CH:13][CH:14]=3)[C:9]2=[O:21])[CH:5]=[CH:6][CH:7]=1.[CH3:23][C:24]1([CH3:40])[C:28]([CH3:30])([CH3:29])[O:27][B:26]([B:26]2[O:27][C:28]([CH3:30])([CH3:29])[C:24]([CH3:40])([CH3:23])[O:25]2)[O:25]1.C([O-])(=O)C.[K+].CC(C1C=C(C(C)C)C(C2C=CC=CC=2P(C2CCCCC2)C2CCCCC2)=C(C(C)C)C=1)C, predict the reaction product. The product is: [C:17]([C:12]1[CH:11]=[C:10]2[C:15]([CH2:16][N:8]([C:4]3[CH:5]=[CH:6][CH:7]=[C:2]([B:26]4[O:27][C:28]([CH3:30])([CH3:29])[C:24]([CH3:40])([CH3:23])[O:25]4)[C:3]=3[CH3:22])[C:9]2=[O:21])=[CH:14][CH:13]=1)([CH3:20])([CH3:19])[CH3:18].